Task: Predict the reactants needed to synthesize the given product.. Dataset: Full USPTO retrosynthesis dataset with 1.9M reactions from patents (1976-2016) (1) Given the product [Cl:8][C:5]1[CH:6]=[CH:7][C:2]2[NH:1][C:12](=[O:13])[CH2:11][O:9][C:3]=2[CH:4]=1, predict the reactants needed to synthesize it. The reactants are: [NH2:1][C:2]1[CH:7]=[CH:6][C:5]([Cl:8])=[CH:4][C:3]=1[OH:9].Cl[CH2:11][C:12](Cl)=[O:13].C([O-])(O)=O.[Na+]. (2) Given the product [CH3:9][C:5]1[CH:4]=[C:3]([C:13]2[CH:22]=[CH:21][C:20]3[C:15](=[CH:16][CH:17]=[C:18]([O:23][CH3:24])[CH:19]=3)[N:14]=2)[CH:8]=[CH:7][CH:6]=1, predict the reactants needed to synthesize it. The reactants are: B([O-])([O-])O[C:3]1[CH:8]=[CH:7][CH:6]=[C:5]([CH3:9])[CH:4]=1.Cl[C:13]1[CH:22]=[CH:21][C:20]2[C:15](=[CH:16][CH:17]=[C:18]([O:23][CH3:24])[CH:19]=2)[N:14]=1.C(=O)([O-])[O-].[K+].[K+]. (3) The reactants are: [Cl:1][C:2]1[CH:10]=[C:9]([NH:11][C:12]2[N:22]=[C:21]3[C:15]([N:16]([CH3:29])[C:17](=[O:28])[CH2:18][CH2:19][N:20]3[CH:23]3[CH2:27][CH2:26][CH2:25][CH2:24]3)=[CH:14][N:13]=2)[C:8]([O:30][CH3:31])=[CH:7][C:3]=1[C:4]([OH:6])=O.Cl.Cl.[CH3:34][N:35]1[CH2:39][CH2:38][C@@H:37]([NH2:40])[CH2:36]1.CN(C(ON1N=NC2C=CC=NC1=2)=[N+](C)C)C.F[P-](F)(F)(F)(F)F.CCN(C(C)C)C(C)C. Given the product [Cl:1][C:2]1[CH:10]=[C:9]([NH:11][C:12]2[N:22]=[C:21]3[C:15]([N:16]([CH3:29])[C:17](=[O:28])[CH2:18][CH2:19][N:20]3[CH:23]3[CH2:27][CH2:26][CH2:25][CH2:24]3)=[CH:14][N:13]=2)[C:8]([O:30][CH3:31])=[CH:7][C:3]=1[C:4]([NH:40][C@@H:37]1[CH2:38][CH2:39][N:35]([CH3:34])[CH2:36]1)=[O:6], predict the reactants needed to synthesize it. (4) Given the product [CH2:1]([O:8][C:9]([N:11]1[CH2:16][CH2:15][C@H:14]([CH2:17][NH:18][C:21]2[CH:26]=[CH:25][CH:24]=[CH:23][N:22]=2)[C@H:13]([OH:19])[CH2:12]1)=[O:10])[C:2]1[CH:3]=[CH:4][CH:5]=[CH:6][CH:7]=1, predict the reactants needed to synthesize it. The reactants are: [CH2:1]([O:8][C:9]([N:11]1[CH2:16][CH2:15][C@H:14]([CH2:17][NH2:18])[C@H:13]([OH:19])[CH2:12]1)=[O:10])[C:2]1[CH:7]=[CH:6][CH:5]=[CH:4][CH:3]=1.F[C:21]1[CH:26]=[CH:25][CH:24]=[CH:23][N:22]=1. (5) Given the product [Br:41][CH2:13][C:4]1[CH:5]=[C:6]([O:8][C:9]([F:12])([F:11])[F:10])[CH:7]=[C:2]([Cl:1])[CH:3]=1, predict the reactants needed to synthesize it. The reactants are: [Cl:1][C:2]1[CH:3]=[C:4]([CH2:13]O)[CH:5]=[C:6]([O:8][C:9]([F:12])([F:11])[F:10])[CH:7]=1.C1(P(C2C=CC=CC=2)C2C=CC=CC=2)C=CC=CC=1.C1C(=O)N([Br:41])C(=O)C1.O.